From a dataset of HIV replication inhibition screening data with 41,000+ compounds from the AIDS Antiviral Screen. Binary Classification. Given a drug SMILES string, predict its activity (active/inactive) in a high-throughput screening assay against a specified biological target. (1) The drug is CNC1(C#N)CCN(Cc2ccccc2)CC1. The result is 0 (inactive). (2) The molecule is Cc1cc2c(c(C(N)=O)c1C)-c1cccc(Cl)c1C2=O. The result is 0 (inactive). (3) The drug is COC(=O)c1cc(C(=CCCO)c2cc(Br)c(OC)c(C(=O)OC)c2)cc(Br)c1OC. The result is 0 (inactive). (4) The compound is COc1cc(C2c3cc4c(cc3C(OC3OC5COC(c6cccs6)OC5C(O)C3O)C3COC(=O)C23)OCO4)cc(OC)c1O. The result is 0 (inactive). (5) The drug is NCCNC(=Nc1ccccc1)Nc1ccccc1. The result is 0 (inactive). (6) The drug is Cl.Fc1ccc2c3c([nH]c2c1)CCNC3. The result is 0 (inactive). (7) The compound is Cc1nc(C(N)=S)sc1C(=O)CC(=O)C(=O)Nc1c(C(C)C)cccc1C(C)C. The result is 0 (inactive). (8) The drug is CCOC(=O)C1(CC)OC12CCCCC2. The result is 0 (inactive). (9) The drug is NC(=O)c1nnn(Cc2ccccc2)c1N. The result is 0 (inactive).